Dataset: Catalyst prediction with 721,799 reactions and 888 catalyst types from USPTO. Task: Predict which catalyst facilitates the given reaction. (1) Reactant: [CH3:1][C:2]1[C:11]2[C:6](=[CH:7][CH:8]=[CH:9][CH:10]=2)[N:5]=[C:4]([CH2:12][N:13]2[C:22](=[O:23])[C:21]3[N:20]([CH2:24][C:25]#[C:26][CH3:27])[C:19]([N:28]4[CH2:33][CH2:32][CH2:31][C@@H:30]([NH:34]C(OC(C)(C)C)=O)[CH2:29]4)=[N:18][C:17]=3[N:16]([CH3:42])[C:14]2=[O:15])[N:3]=1.ClCCl.FC(F)(F)C(O)=O. Product: [CH3:1][C:2]1[C:11]2[C:6](=[CH:7][CH:8]=[CH:9][CH:10]=2)[N:5]=[C:4]([CH2:12][N:13]2[C:22](=[O:23])[C:21]3[N:20]([CH2:24][C:25]#[C:26][CH3:27])[C:19]([N:28]4[CH2:33][CH2:32][CH2:31][C@@H:30]([NH2:34])[CH2:29]4)=[N:18][C:17]=3[N:16]([CH3:42])[C:14]2=[O:15])[N:3]=1. The catalyst class is: 6. (2) Reactant: C([O:3][C:4]([C:6]1[CH:7]=[C:8]([C:15]([N:17]2[CH2:21][CH2:20][CH2:19][CH2:18]2)=[O:16])[N:9]2[CH2:14][CH2:13][O:12][CH2:11][C:10]=12)=[O:5])C.[OH-].[K+]. Product: [N:17]1([C:15]([C:8]2[N:9]3[C:10]([CH2:11][O:12][CH2:13][CH2:14]3)=[C:6]([C:4]([OH:5])=[O:3])[CH:7]=2)=[O:16])[CH2:21][CH2:20][CH2:19][CH2:18]1. The catalyst class is: 6.